From a dataset of Forward reaction prediction with 1.9M reactions from USPTO patents (1976-2016). Predict the product of the given reaction. (1) Given the reactants ClC1C=CC(S(N[C@H]2CCCC[C@@H]2C(O)=O)(=O)=O)=CC=1.[Cl:21][C:22]1[CH:27]=[CH:26][C:25]([S:28]([NH:31][C@H:32]2[CH2:37][CH2:36][CH2:35][CH2:34][C@H:33]2[C:38]([NH2:40])=[O:39])(=[O:30])=[O:29])=[CH:24][CH:23]=1, predict the reaction product. The product is: [Cl:21][C:22]1[CH:27]=[CH:26][C:25]([S:28]([NH:31][C@H:32]2[CH2:37][CH2:36][CH2:35][CH2:34][C@@H:33]2[C:38]([NH2:40])=[O:39])(=[O:29])=[O:30])=[CH:24][CH:23]=1. (2) Given the reactants Cl[C:2]1[CH:7]=[C:6]([CH:8]2[CH2:11][N:10]([C:12]([O:14][C:15]([CH3:18])([CH3:17])[CH3:16])=[O:13])[CH2:9]2)[CH:5]=[C:4]([Cl:19])[N:3]=1.Cl.[F:21][C:22]1([CH3:27])[CH2:26][CH2:25][NH:24][CH2:23]1.C(N(CC)C(C)C)(C)C.O, predict the reaction product. The product is: [Cl:19][C:4]1[CH:5]=[C:6]([CH:8]2[CH2:11][N:10]([C:12]([O:14][C:15]([CH3:18])([CH3:17])[CH3:16])=[O:13])[CH2:9]2)[CH:7]=[C:2]([N:24]2[CH2:25][CH2:26][C:22]([F:21])([CH3:27])[CH2:23]2)[N:3]=1.